Dataset: Reaction yield outcomes from USPTO patents with 853,638 reactions. Task: Predict the reaction yield, written as a fraction of the theoretical maximum amount of product (1.0 means a 100% yield; for example, 0.34 means a 34% yield). The reactants are [CH2:1]([N:8]1[C@H:14]([CH2:15][O:16][Si](C(C)(C)C)(C)C)[CH2:13][CH2:12][C:9]21[CH2:11][CH2:10]2)[C:2]1[CH:7]=[CH:6][CH:5]=[CH:4][CH:3]=1.CCCC[N+](CCCC)(CCCC)CCCC.[F-]. The catalyst is O1CCCC1.O. The product is [CH2:1]([N:8]1[C@H:14]([CH2:15][OH:16])[CH2:13][CH2:12][C:9]21[CH2:10][CH2:11]2)[C:2]1[CH:7]=[CH:6][CH:5]=[CH:4][CH:3]=1. The yield is 0.370.